This data is from Catalyst prediction with 721,799 reactions and 888 catalyst types from USPTO. The task is: Predict which catalyst facilitates the given reaction. (1) Reactant: Cl.[NH2:2][C@H:3]1[C:12]2[C:7](=[CH:8][N:9]=[CH:10][CH:11]=2)[O:6][C@@H:5]([C:13]2[CH:14]=[C:15]([CH:21]=[CH:22][CH:23]=2)[C:16]([O:18][CH2:19][CH3:20])=[O:17])[CH2:4]1.F[P-](F)(F)(F)(F)F.N1(OC(N(C)C)=[N+](C)C)C2N=CC=CC=2N=N1.[F:48][C:49]1([F:64])[O:53][C:52]2[CH:54]=[CH:55][C:56]([C:58]3([C:61](O)=[O:62])[CH2:60][CH2:59]3)=[CH:57][C:51]=2[O:50]1.C(N(CC)CC)C. Product: [F:64][C:49]1([F:48])[O:53][C:52]2[CH:54]=[CH:55][C:56]([C:58]3([C:61]([NH:2][C@H:3]4[C:12]5[C:7](=[CH:8][N:9]=[CH:10][CH:11]=5)[O:6][C@@H:5]([C:13]5[CH:14]=[C:15]([CH:21]=[CH:22][CH:23]=5)[C:16]([O:18][CH2:19][CH3:20])=[O:17])[CH2:4]4)=[O:62])[CH2:59][CH2:60]3)=[CH:57][C:51]=2[O:50]1. The catalyst class is: 54. (2) Reactant: O1CCOCC1.[Cl:7][C:8]1[CH:9]=[CH:10][C:11]2[N:17]3[C:18]([C:21]([F:24])([F:23])[F:22])=[N:19][N:20]=[C:16]3[C@@H:15]([CH2:25][C:26]([O:28]CC)=[O:27])[O:14][C@H:13]([C:31]3[CH:36]=[CH:35][CH:34]=[C:33]([C:37]([F:40])([F:39])[F:38])[C:32]=3[O:41][CH3:42])[C:12]=2[CH:43]=1.Cl.O. Product: [Cl:7][C:8]1[CH:9]=[CH:10][C:11]2[N:17]3[C:18]([C:21]([F:24])([F:23])[F:22])=[N:19][N:20]=[C:16]3[C@@H:15]([CH2:25][C:26]([OH:28])=[O:27])[O:14][C@H:13]([C:31]3[CH:36]=[CH:35][CH:34]=[C:33]([C:37]([F:38])([F:39])[F:40])[C:32]=3[O:41][CH3:42])[C:12]=2[CH:43]=1. The catalyst class is: 175. (3) Reactant: [F:1][C:2]([F:21])([S:17]([OH:20])(=[O:19])=[O:18])[C:3]([O:5][CH2:6][C:7]12[CH2:16][CH:11]3[CH2:12][CH:13]([CH2:15][CH:9]([CH2:10]3)[CH2:8]1)[CH2:14]2)=[O:4].[Na].[Br-].[C:24]1([S+:30]([C:37]2[CH:42]=[CH:41][CH:40]=[CH:39][CH:38]=2)[C:31]2[CH:36]=[CH:35][CH:34]=[CH:33][CH:32]=2)[CH:29]=[CH:28][CH:27]=[CH:26][CH:25]=1.O. Product: [C:7]12([CH2:6][O:5][C:3](=[O:4])[C:2]([F:1])([F:21])[S:17]([OH:20])(=[O:19])=[O:18])[CH2:16][CH:11]3[CH2:10][CH:9]([CH2:15][CH:13]([CH2:12]3)[CH2:14]1)[CH2:8]2.[C:37]1([S+:30]([C:24]2[CH:25]=[CH:26][CH:27]=[CH:28][CH:29]=2)[C:31]2[CH:36]=[CH:35][CH:34]=[CH:33][CH:32]=2)[CH:38]=[CH:39][CH:40]=[CH:41][CH:42]=1. The catalyst class is: 10. (4) Reactant: C(OC([N:8]1[CH2:13][CH2:12][CH:11]([CH2:14][O:15][C:16]2[C:25]3[C:20](=[CH:21][CH:22]=[CH:23][CH:24]=3)[CH:19]=[C:18]([O:26][S:27]([C:30]3[CH:35]=[CH:34][CH:33]=[CH:32][C:31]=3[Cl:36])(=[O:29])=[O:28])[CH:17]=2)[CH2:10][CH2:9]1)=O)(C)(C)C.Cl. Product: [ClH:36].[NH:8]1[CH2:13][CH2:12][CH:11]([CH2:14][O:15][C:16]2[C:25]3[C:20](=[CH:21][CH:22]=[CH:23][CH:24]=3)[CH:19]=[C:18]([O:26][S:27]([C:30]3[CH:35]=[CH:34][CH:33]=[CH:32][C:31]=3[Cl:36])(=[O:28])=[O:29])[CH:17]=2)[CH2:10][CH2:9]1. The catalyst class is: 135.